The task is: Predict the reaction yield, written as a fraction of the theoretical maximum amount of product (1.0 means a 100% yield; for example, 0.34 means a 34% yield).. This data is from Reaction yield outcomes from USPTO patents with 853,638 reactions. The reactants are [CH3:1][O:2][C:3]1[CH:4]=[C:5]([NH:10][C:11](=[O:15])[CH:12]([CH3:14])[CH3:13])[CH:6]=[CH:7][C:8]=1[CH3:9].[Br-:16].[Br-].[Br-].C([N+](CCCC)(CCCC)CCCC)CCC.C([N+](CCCC)(CCCC)CCCC)CCC.C([N+](CCCC)(CCCC)CCCC)CCC. The catalyst is ClCCl. The product is [Br:16][C:6]1[CH:7]=[C:8]([CH3:9])[C:3]([O:2][CH3:1])=[CH:4][C:5]=1[NH:10][C:11](=[O:15])[CH:12]([CH3:13])[CH3:14]. The yield is 0.990.